Dataset: Peptide-MHC class II binding affinity with 134,281 pairs from IEDB. Task: Regression. Given a peptide amino acid sequence and an MHC pseudo amino acid sequence, predict their binding affinity value. This is MHC class II binding data. The peptide sequence is LQFAKLTGFTLMGKG. The MHC is DRB1_1302 with pseudo-sequence DRB1_1302. The binding affinity (normalized) is 0.318.